This data is from Full USPTO retrosynthesis dataset with 1.9M reactions from patents (1976-2016). The task is: Predict the reactants needed to synthesize the given product. (1) Given the product [NH2:7][C:2]1[CH:3]=[CH:4][CH:5]=[CH:6][C:1]=1[NH:8][C:55](=[O:56])[C:54]1[CH:58]=[CH:59][C:51]([CH2:50][NH:49][C:47](=[O:48])[C:46]2[CH:60]=[CH:61][CH:62]=[C:44]([Br:43])[C:45]=2[CH3:63])=[CH:52][CH:53]=1, predict the reactants needed to synthesize it. The reactants are: [C:1]1([NH2:8])[CH:6]=[CH:5][CH:4]=[CH:3][C:2]=1[NH2:7].F[P-](F)(F)(F)(F)F.S1(O[P+](N(C)C)(N(C)C)N(C)C)C2C=CC=CC=2N=C1.C(N(CC)CC)C.[Br:43][C:44]1[C:45]([CH3:63])=[C:46]([CH:60]=[CH:61][CH:62]=1)[C:47]([NH:49][CH2:50][C:51]1[CH:59]=[CH:58][C:54]([C:55]([O-])=[O:56])=[CH:53][CH:52]=1)=[O:48]. (2) Given the product [CH2:1]([N:10]1[N:11]=[N:12][C:13]([C:14]2[CH:15]=[C:16]([C:20]3[CH:21]=[CH:22][C:23]4[O:27][C:26]([C:28]5[CH:33]=[CH:32][C:31]([F:34])=[CH:30][CH:29]=5)=[C:25]([C:35]([NH:37][CH3:38])=[O:36])[C:24]=4[CH:39]=3)[CH:17]=[CH:18][CH:19]=2)=[N:9]1)[C:2]1[CH:7]=[CH:6][CH:5]=[CH:4][CH:3]=1, predict the reactants needed to synthesize it. The reactants are: [CH2:1](Br)[C:2]1[CH:7]=[CH:6][CH:5]=[CH:4][CH:3]=1.[NH:9]1[C:13]([C:14]2[CH:15]=[C:16]([C:20]3[CH:21]=[CH:22][C:23]4[O:27][C:26]([C:28]5[CH:33]=[CH:32][C:31]([F:34])=[CH:30][CH:29]=5)=[C:25]([C:35]([NH:37][CH3:38])=[O:36])[C:24]=4[CH:39]=3)[CH:17]=[CH:18][CH:19]=2)=[N:12][N:11]=[N:10]1.C([O-])([O-])=O.[Na+].[Na+]. (3) Given the product [F:16][C:17]1[C:22]([C:2]2[CH:3]=[CH:4][C:5]3[O:11][CH2:10][CH2:9][N:8]4[CH:12]=[CH:13][N:14]=[C:7]4[C:6]=3[CH:15]=2)=[CH:21][CH:20]=[CH:19][N:18]=1, predict the reactants needed to synthesize it. The reactants are: Br[C:2]1[CH:3]=[CH:4][C:5]2[O:11][CH2:10][CH2:9][N:8]3[CH:12]=[CH:13][N:14]=[C:7]3[C:6]=2[CH:15]=1.[F:16][C:17]1[C:22](B(O)O)=[CH:21][CH:20]=[CH:19][N:18]=1.C([O-])(=O)C.[K+]. (4) The reactants are: [Cl:1][C:2]1[N:3]=[C:4](Cl)[C:5]2[N:10]([CH2:11][C:12]3[CH:17]=[CH:16][C:15]([C:18]([F:21])([F:20])[F:19])=[CH:14][CH:13]=3)[C:9]([C:22]3[CH:23]=[C:24]([CH3:28])[CH:25]=[CH:26][CH:27]=3)=[CH:8][C:6]=2[N:7]=1.Cl.[CH:31]1([C@H:35]([NH2:37])[CH3:36])[CH2:34][CH2:33][CH2:32]1. Given the product [Cl:1][C:2]1[N:3]=[C:4]([NH:37][C@@H:35]([CH:31]2[CH2:34][CH2:33][CH2:32]2)[CH3:36])[C:5]2[N:10]([CH2:11][C:12]3[CH:17]=[CH:16][C:15]([C:18]([F:20])([F:19])[F:21])=[CH:14][CH:13]=3)[C:9]([C:22]3[CH:23]=[C:24]([CH3:28])[CH:25]=[CH:26][CH:27]=3)=[CH:8][C:6]=2[N:7]=1, predict the reactants needed to synthesize it.